From a dataset of Full USPTO retrosynthesis dataset with 1.9M reactions from patents (1976-2016). Predict the reactants needed to synthesize the given product. (1) The reactants are: CO[C:3]1[CH:23]=[CH:22][C:6]([C:7]([NH:9][CH2:10][C:11]2[NH:15][N:14]=[C:13]([C:16]3[CH:21]=[CH:20][N:19]=[CH:18][CH:17]=3)[N:12]=2)=[O:8])=[CH:5][C:4]=1[CH3:24].[NH:25]1C2C(=CC=CC=2C(O)=O)C=[CH:26]1.COC1C=CC(C(O)=O)=CC=1C. Given the product [N:19]1[CH:20]=[CH:21][C:16]([C:13]2[N:12]=[C:11]([CH2:10][NH:9][C:7]([C:6]3[CH:22]=[CH:23][CH:3]=[C:4]4[C:5]=3[NH:25][CH:26]=[CH:24]4)=[O:8])[NH:15][N:14]=2)=[CH:17][CH:18]=1, predict the reactants needed to synthesize it. (2) Given the product [CH3:1][C:2]1[N:6]=[C:5]([CH3:7])[N:4]([C:8]2[N:13]=[C:12]([CH3:14])[N:11]=[C:10]([C:15]3([F:36])[CH2:18][CH:17]([C:19]4[N:23]([CH3:24])[C:22]5[CH:25]=[CH:26][CH:27]=[CH:28][C:21]=5[N:20]=4)[CH2:16]3)[CH:9]=2)[N:3]=1, predict the reactants needed to synthesize it. The reactants are: [CH3:1][C:2]1[N:6]=[C:5]([CH3:7])[N:4]([C:8]2[N:13]=[C:12]([CH3:14])[N:11]=[C:10]([C:15]3(O)[CH2:18][CH:17]([C:19]4[N:23]([CH3:24])[C:22]5[CH:25]=[CH:26][CH:27]=[CH:28][C:21]=5[N:20]=4)[CH2:16]3)[CH:9]=2)[N:3]=1.CCN(S(F)(F)[F:36])CC. (3) Given the product [O:1]1[CH2:6][CH2:5][CH:4]([NH:8][C@H:9]2[CH2:13][CH2:12][N:11]([C:14]([O:16][C:17]([CH3:20])([CH3:19])[CH3:18])=[O:15])[CH2:10]2)[CH2:3][CH2:2]1, predict the reactants needed to synthesize it. The reactants are: [O:1]1[CH2:6][CH2:5][C:4](=O)[CH2:3][CH2:2]1.[NH2:8][C@H:9]1[CH2:13][CH2:12][N:11]([C:14]([O:16][C:17]([CH3:20])([CH3:19])[CH3:18])=[O:15])[CH2:10]1.C(O[BH-](OC(=O)C)OC(=O)C)(=O)C.[Na+].